Dataset: Catalyst prediction with 721,799 reactions and 888 catalyst types from USPTO. Task: Predict which catalyst facilitates the given reaction. (1) Reactant: ClC(Cl)(O[C:5](=[O:11])OC(Cl)(Cl)Cl)Cl.[C:13]12([CH2:23][CH2:24][NH:25][CH3:26])[CH2:22][CH:17]3[CH2:18][CH:19]([CH2:21][CH:15]([CH2:16]3)[CH2:14]1)[CH2:20]2.C(N(C(C)C)CC)(C)C.[CH3:36][NH:37][CH2:38][CH2:39][CH2:40][C:41]1[CH:46]=[CH:45][N:44]=[CH:43][CH:42]=1. Product: [C:13]12([CH2:23][CH2:24][N:25]([CH3:26])[C:5]([N:37]([CH3:36])[CH2:38][CH2:39][CH2:40][C:41]3[CH:42]=[CH:43][N:44]=[CH:45][CH:46]=3)=[O:11])[CH2:20][CH:19]3[CH2:18][CH:17]([CH2:16][CH:15]([CH2:21]3)[CH2:14]1)[CH2:22]2. The catalyst class is: 268. (2) Reactant: [NH2:1][CH2:2][CH2:3][CH:4]1[CH2:9][CH2:8][N:7]([C:10]2[N:11]=[CH:12][CH:13]=[C:14]3[CH:18]=[C:17]([C:19]([NH2:21])=[O:20])[S:16][C:15]=23)[CH2:6][CH2:5]1.C(N(CC)CC)C.[CH:29]1([C:34](Cl)=[O:35])[CH2:33][CH2:32][CH2:31][CH2:30]1. Product: [CH:29]1([C:34]([NH:1][CH2:2][CH2:3][CH:4]2[CH2:9][CH2:8][N:7]([C:10]3[N:11]=[CH:12][CH:13]=[C:14]4[CH:18]=[C:17]([C:19]([NH2:21])=[O:20])[S:16][C:15]=34)[CH2:6][CH2:5]2)=[O:35])[CH2:33][CH2:32][CH2:31][CH2:30]1. The catalyst class is: 2. (3) Reactant: [F:1][C:2]1[C:7]([C:8]([F:11])([F:10])[F:9])=[CH:6][CH:5]=[CH:4][C:3]=1[C:12]1([OH:18])[CH2:17][CH2:16][NH:15][CH2:14][CH2:13]1.C(=O)([O-])[O-].[K+].[K+].I[CH:26]([CH2:28][CH3:29])[CH3:27]. Product: [CH:26]([N:15]1[CH2:16][CH2:17][C:12]([C:3]2[CH:4]=[CH:5][CH:6]=[C:7]([C:8]([F:10])([F:11])[F:9])[C:2]=2[F:1])([OH:18])[CH2:13][CH2:14]1)([CH2:28][CH3:29])[CH3:27]. The catalyst class is: 10. (4) Reactant: [F:1][C:2]([F:16])([F:15])[C:3]1[CH:4]=[C:5]([CH:8]=[C:9]([C:11]([F:14])([F:13])[F:12])[CH:10]=1)[CH:6]=O.[NH2:17][CH2:18][C:19]1[C:20]([N:29]([CH2:32][CH:33]2[CH2:37][CH2:36][CH2:35][CH2:34]2)[CH2:30][CH3:31])=[N:21][C:22]2[CH2:23][CH2:24][CH2:25][CH2:26][C:27]=2[CH:28]=1.C(O)(=O)C.C([BH3-])#N.[Na+]. Product: [F:1][C:2]([F:16])([F:15])[C:3]1[CH:4]=[C:5]([CH:8]=[C:9]([C:11]([F:14])([F:13])[F:12])[CH:10]=1)[CH2:6][NH:17][CH2:18][C:19]1[C:20]([N:29]([CH2:32][CH:33]2[CH2:37][CH2:36][CH2:35][CH2:34]2)[CH2:30][CH3:31])=[N:21][C:22]2[CH2:23][CH2:24][CH2:25][CH2:26][C:27]=2[CH:28]=1. The catalyst class is: 5. (5) Reactant: N[C:2]1[S:3][C:4]2[CH:10]=[CH:9][CH:8]=[C:7]([CH3:11])[C:5]=2[N:6]=1.CC[N:14](CC)CC.[CH3:19][C:20]([O:23][C:24]([O:26]C(OC(C)(C)C)=O)=O)([CH3:22])[CH3:21]. Product: [C:24]([C:2]1[S:3][C:4]2[CH:10]=[CH:9][C:8]([NH2:14])=[C:7]([CH3:11])[C:5]=2[N:6]=1)([O:23][C:20]([CH3:22])([CH3:21])[CH3:19])=[O:26]. The catalyst class is: 230.